Dataset: Forward reaction prediction with 1.9M reactions from USPTO patents (1976-2016). Task: Predict the product of the given reaction. The product is: [ClH:1].[Cl:1][CH2:2][C:3]([NH:6][C:7]1[CH:8]=[N:9][C:10]2[C:15]([C:16]=1[NH:17][CH2:18][CH2:19][CH2:20][NH:21][C:22](=[O:28])[O:23][C:24]([CH3:26])([CH3:25])[CH3:27])=[N:14][CH:13]=[CH:12][CH:11]=2)=[O:4]. Given the reactants [Cl:1][CH2:2][C:3](Cl)=[O:4].[NH2:6][C:7]1[CH:8]=[N:9][C:10]2[C:15]([C:16]=1[NH:17][CH2:18][CH2:19][CH2:20][NH:21][C:22](=[O:28])[O:23][C:24]([CH3:27])([CH3:26])[CH3:25])=[N:14][CH:13]=[CH:12][CH:11]=2, predict the reaction product.